From a dataset of Full USPTO retrosynthesis dataset with 1.9M reactions from patents (1976-2016). Predict the reactants needed to synthesize the given product. Given the product [NH2:8][C:9]1[N:14]=[C:13]([CH3:15])[N:12]=[C:11]([C:16]2[CH:17]=[C:18]([CH:31]([OH:45])[C:32]3[CH:37]=[C:36]([Br:38])[CH:35]=[CH:34][C:33]=3[S:39]([N:42]([CH3:43])[CH3:44])(=[O:41])=[O:40])[CH:19]=[N:20][C:21]=2[NH:22][C:23]2[CH:24]=[N:25][C:26]([O:29][CH3:30])=[CH:27][CH:28]=2)[N:10]=1, predict the reactants needed to synthesize it. The reactants are: COC1C=CC(C[N:8](CC2C=CC(OC)=CC=2)[C:9]2[N:14]=[C:13]([CH3:15])[N:12]=[C:11]([C:16]3[CH:17]=[C:18]([CH:31]([OH:45])[C:32]4[CH:37]=[C:36]([Br:38])[CH:35]=[CH:34][C:33]=4[S:39]([N:42]([CH3:44])[CH3:43])(=[O:41])=[O:40])[CH:19]=[N:20][C:21]=3[NH:22][C:23]3[CH:24]=[N:25][C:26]([O:29][CH3:30])=[CH:27][CH:28]=3)[N:10]=2)=CC=1.C(O)(C(F)(F)F)=O.C([SiH](CC)CC)C.